The task is: Predict which catalyst facilitates the given reaction.. This data is from Catalyst prediction with 721,799 reactions and 888 catalyst types from USPTO. (1) Reactant: Cl.[Cl:2][C:3]1[CH:4]=[C:5]2[C:9](=[CH:10][CH:11]=1)[NH:8][CH:7]=[C:6]2[CH2:12][CH2:13][NH2:14].C1CN([P+](ON2N=NC3C=CC=CC2=3)(N2CCCC2)N2CCCC2)CC1.F[P-](F)(F)(F)(F)F.[F:48][C:49]1[CH:50]=[C:51]([N:55]2[CH2:59][CH2:58][CH:57]([C:60](O)=[O:61])[C:56]2=[O:63])[CH:52]=[CH:53][CH:54]=1. Product: [Cl:2][C:3]1[CH:4]=[C:5]2[C:9](=[CH:10][CH:11]=1)[NH:8][CH:7]=[C:6]2[CH2:12][CH2:13][NH:14][C:60]([CH:57]1[CH2:58][CH2:59][N:55]([C:51]2[CH:52]=[CH:53][CH:54]=[C:49]([F:48])[CH:50]=2)[C:56]1=[O:63])=[O:61]. The catalyst class is: 3. (2) Reactant: C([O:3][C:4]([CH:6]1[CH2:19][CH2:18][C:17]2[C:8](=[C:9]3[C:14](=[CH:15][CH:16]=2)[NH:13][CH2:12][CH2:11][CH2:10]3)[O:7]1)=O)C.[BH4-].[Li+].CO. Product: [NH:13]1[C:14]2[C:9](=[C:8]3[C:17](=[CH:16][CH:15]=2)[CH2:18][CH2:19][CH:6]([CH2:4][OH:3])[O:7]3)[CH2:10][CH2:11][CH2:12]1. The catalyst class is: 54. (3) Reactant: C([Li])CCC.[N:6]1[CH:11]=[CH:10][CH:9]=[C:8]([CH:12]=[O:13])[CH:7]=1.[CH:14](=[O:21])[C:15]1[CH:20]=[CH:19][CH:18]=[CH:17][CH:16]=1. Product: [C:15]1([CH:14]2[C:9]3[CH:10]=[CH:11][N:6]=[CH:7][C:8]=3[CH:12]([OH:13])[O:21]2)[CH:20]=[CH:19][CH:18]=[CH:17][CH:16]=1. The catalyst class is: 1. (4) Reactant: [Si:1](Cl)([C:4]([CH3:7])([CH3:6])[CH3:5])([CH3:3])[CH3:2].[Si:9]([O:16][C@@H:17]([CH3:25])[C@H:18]([C:20]1[O:21][CH:22]=[CH:23][CH:24]=1)[OH:19])([C:12]([CH3:15])([CH3:14])[CH3:13])([CH3:11])[CH3:10].N1C=CN=C1.CN(C1C=CC=CN=1)C. Product: [O:21]1[CH:22]=[CH:23][CH:24]=[C:20]1[C@@H:18]([C@H:17]([CH3:25])[O:16][Si:9]([CH3:10])([CH3:11])[C:12]([CH3:13])([CH3:14])[CH3:15])[O:19][Si:1]([CH3:3])([CH3:2])[C:4]([CH3:7])([CH3:6])[CH3:5]. The catalyst class is: 4. (5) Reactant: C([O:8][N:9]1[C:14](=[O:15])[C:13]2[CH:16]=[C:17]([F:25])[C:18]([N:20]3[CH2:24][CH2:23][CH2:22][CH2:21]3)=[N:19][C:12]=2[N:11]([CH2:26][CH3:27])[C:10]1=[O:28])C1C=CC=CC=1. Product: [CH2:26]([N:11]1[C:12]2[N:19]=[C:18]([N:20]3[CH2:24][CH2:23][CH2:22][CH2:21]3)[C:17]([F:25])=[CH:16][C:13]=2[C:14](=[O:15])[N:9]([OH:8])[C:10]1=[O:28])[CH3:27]. The catalyst class is: 381. (6) Reactant: [Cl:1][C:2]1[C:3]2[C:10](I)=[CH:9][N:8]([CH2:12][O:13][CH2:14][CH2:15][Si:16]([CH3:19])([CH3:18])[CH3:17])[C:4]=2[N:5]=[CH:6][N:7]=1.[NH2:20][C:21]1[CH:26]=[CH:25][C:24]([SH:27])=[CH:23][CH:22]=1.C(=O)([O-])[O-].[K+].[K+]. Product: [Cl:1][C:2]1[C:3]2[C:10]([S:27][C:24]3[CH:25]=[CH:26][C:21]([NH2:20])=[CH:22][CH:23]=3)=[CH:9][N:8]([CH2:12][O:13][CH2:14][CH2:15][Si:16]([CH3:19])([CH3:18])[CH3:17])[C:4]=2[N:5]=[CH:6][N:7]=1. The catalyst class is: 590. (7) Reactant: C([O-])([O-])=O.[Cs+].[Cs+].[CH3:7][O:8][C:9]1[CH:14]=[C:13]([CH3:15])[N:12]=[C:11]([N:16]2[CH2:47][CH2:46][C:19]3([C:24](=[O:25])[N:23]([CH2:26][C:27]4[C:35]5[C:30](=[CH:31][CH:32]=[CH:33][CH:34]=5)[N:29](S(C5C=CC(C)=CC=5)(=O)=O)[CH:28]=4)[CH2:22][CH2:21][CH2:20]3)[CH2:18][CH2:17]2)[N:10]=1. Product: [NH:29]1[C:30]2[C:35](=[CH:34][CH:33]=[CH:32][CH:31]=2)[C:27]([CH2:26][N:23]2[CH2:22][CH2:21][CH2:20][C:19]3([CH2:18][CH2:17][N:16]([C:11]4[N:10]=[C:9]([O:8][CH3:7])[CH:14]=[C:13]([CH3:15])[N:12]=4)[CH2:47][CH2:46]3)[C:24]2=[O:25])=[CH:28]1. The catalyst class is: 5. (8) Reactant: [CH:1]([C:3]1[CH:8]=[CH:7][C:6]([N:9]([CH2:16][CH2:17][C:18]([O:20][CH3:21])=[O:19])[CH2:10][CH2:11][C:12]([O:14][CH3:15])=[O:13])=[CH:5][C:4]=1[OH:22])=O.[C:23](O)(=[O:28])[CH2:24][C:25]([OH:27])=[O:26].NC1C=CC=CC=1. The catalyst class is: 17. Product: [CH3:15][O:14][C:12](=[O:13])[CH2:11][CH2:10][N:9]([CH2:16][CH2:17][C:18](=[O:19])[O:20][CH3:21])[C:6]1[CH:5]=[C:4]2[C:3]([CH:1]=[C:24]([C:25]([OH:27])=[O:26])[C:23](=[O:28])[O:22]2)=[CH:8][CH:7]=1. (9) Reactant: Cl.[CH3:2][NH:3][CH3:4].C(N(CC)CC)C.[Cl:12][CH2:13][CH2:14][CH2:15][S:16](Cl)(=[O:18])=[O:17]. Product: [CH3:2][N:3]([CH3:4])[S:16]([CH2:15][CH2:14][CH2:13][Cl:12])(=[O:18])=[O:17]. The catalyst class is: 4.